Task: Regression. Given two drug SMILES strings and cell line genomic features, predict the synergy score measuring deviation from expected non-interaction effect.. Dataset: NCI-60 drug combinations with 297,098 pairs across 59 cell lines Drug 1: CC1=C2C(C(=O)C3(C(CC4C(C3C(C(C2(C)C)(CC1OC(=O)C(C(C5=CC=CC=C5)NC(=O)OC(C)(C)C)O)O)OC(=O)C6=CC=CC=C6)(CO4)OC(=O)C)O)C)O. Drug 2: CC12CCC3C(C1CCC2OP(=O)(O)O)CCC4=C3C=CC(=C4)OC(=O)N(CCCl)CCCl.[Na+]. Cell line: RXF 393. Synergy scores: CSS=8.70, Synergy_ZIP=-4.18, Synergy_Bliss=-1.09, Synergy_Loewe=0.859, Synergy_HSA=-1.02.